Dataset: Reaction yield outcomes from USPTO patents with 853,638 reactions. Task: Predict the reaction yield, written as a fraction of the theoretical maximum amount of product (1.0 means a 100% yield; for example, 0.34 means a 34% yield). (1) The reactants are C([O:8][CH2:9][CH2:10][CH2:11][CH2:12][O:13][C:14]1([C:40]2[CH:45]=[CH:44][CH:43]=[CH:42][C:41]=2[CH3:46])[CH2:17][N:16]([C:18](=[O:39])[C@H:19]([NH:29][C:30](=[O:38])[CH2:31][CH2:32][C:33]2[N:34]=[CH:35][NH:36][CH:37]=2)[CH2:20][C:21]2[CH:26]=[CH:25][C:24]([O:27][CH3:28])=[CH:23][CH:22]=2)[CH2:15]1)C1C=CC=CC=1.C. The catalyst is C(O)(=O)C.[OH-].[Pd+2].[OH-]. The product is [OH:8][CH2:9][CH2:10][CH2:11][CH2:12][O:13][C:14]1([C:40]2[CH:45]=[CH:44][CH:43]=[CH:42][C:41]=2[CH3:46])[CH2:15][N:16]([C:18](=[O:39])[C@H:19]([NH:29][C:30](=[O:38])[CH2:31][CH2:32][C:33]2[N:34]=[CH:35][NH:36][CH:37]=2)[CH2:20][C:21]2[CH:22]=[CH:23][C:24]([O:27][CH3:28])=[CH:25][CH:26]=2)[CH2:17]1. The yield is 0.670. (2) The reactants are C([O-])=O.[NH4+].[OH:5][CH:6]([CH2:21][N:22]1[CH2:27][CH2:26][CH2:25][CH2:24][CH2:23]1)[CH2:7][NH:8][S:9]([C:12]1[CH:17]=[CH:16][C:15]([N+:18]([O-])=O)=[CH:14][CH:13]=1)(=[O:11])=[O:10]. The product is [OH:5][CH:6]([CH2:21][N:22]1[CH2:27][CH2:26][CH2:25][CH2:24][CH2:23]1)[CH2:7][NH:8][S:9]([C:12]1[CH:13]=[CH:14][C:15]([NH2:18])=[CH:16][CH:17]=1)(=[O:10])=[O:11]. The catalyst is [Pd].C(O)C. The yield is 0.850. (3) The reactants are [Cl:1][C:2]1[CH:3]=[C:4]([SH:9])[CH:5]=[C:6]([Cl:8])[CH:7]=1.I[CH2:11][CH3:12].C(=O)([O-])[O-].[K+].[K+].C(Cl)Cl. The catalyst is O. The product is [CH2:11]([S:9][C:4]1[CH:3]=[C:2]([Cl:1])[CH:7]=[C:6]([Cl:8])[CH:5]=1)[CH3:12]. The yield is 0.970. (4) The reactants are [C:1]([C:3]1[CH:4]=[C:5]([NH:9][C:10](=[O:33])[NH:11][C:12]2[CH:17]=[CH:16][C:15]([S:18]([NH:21][CH2:22][C:23]3[CH:28]=[CH:27][C:26]([S:29](=[O:32])(=[O:31])[NH2:30])=[CH:25][CH:24]=3)(=[O:20])=[O:19])=[CH:14][CH:13]=2)[CH:6]=[CH:7][CH:8]=1)#[N:2].[NH:34]1[CH2:39][CH2:38][CH:37]([CH2:40][OH:41])[CH2:36][CH2:35]1. No catalyst specified. The product is [OH:41][CH2:40][CH:37]1[CH2:38][CH2:39][N:34]([C:1](=[NH:2])[C:3]2[CH:4]=[C:5]([NH:9][C:10](=[O:33])[NH:11][C:12]3[CH:17]=[CH:16][C:15]([S:18]([NH:21][CH2:22][C:23]4[CH:28]=[CH:27][C:26]([S:29](=[O:31])(=[O:32])[NH2:30])=[CH:25][CH:24]=4)(=[O:20])=[O:19])=[CH:14][CH:13]=3)[CH:6]=[CH:7][CH:8]=2)[CH2:35][CH2:36]1. The yield is 0.400. (5) The catalyst is CN(C=O)C.C(Cl)Cl. The reactants are [C:1]([C:4]([NH:7][C:8](=[O:11])[O:9][CH3:10])([CH3:6])[CH3:5])([OH:3])=O.CC[N:14]([CH:18]([CH3:20])[CH3:19])[CH:15]([CH3:17])[CH3:16].[CH3:21][NH:22][CH2:23][CH2:24][CH:25]([CH3:27])[CH3:26].[CH3:28]N(C(ON1N=NC2C=CC=CC1=2)=[N+](C)C)C.F[P-](F)(F)(F)(F)F.[ClH:52].CCOCC. The product is [ClH:52].[CH3:20][C:18]1[CH:19]=[C:10]([O:9][C:8](=[O:11])[N:7]([CH3:28])[C:4]([CH3:6])([CH3:5])[C:1]([N:22]([CH3:21])[CH2:23][CH2:24][CH:25]([CH3:27])[CH3:26])=[O:3])[CH:17]=[C:15]([CH3:16])[N:14]=1. The yield is 0.330.